This data is from Peptide-MHC class I binding affinity with 185,985 pairs from IEDB/IMGT. The task is: Regression. Given a peptide amino acid sequence and an MHC pseudo amino acid sequence, predict their binding affinity value. This is MHC class I binding data. (1) The peptide sequence is LLVFACSAVPV. The MHC is HLA-A02:01 with pseudo-sequence HLA-A02:01. The binding affinity (normalized) is 0.362. (2) The MHC is HLA-B27:05 with pseudo-sequence HLA-B27:05. The peptide sequence is YRPVFSSPPSY. The binding affinity (normalized) is 0.383. (3) The peptide sequence is VLTHGLASV. The MHC is HLA-A02:01 with pseudo-sequence HLA-A02:01. The binding affinity (normalized) is 0.879. (4) The peptide sequence is CTMERTNDLT. The MHC is HLA-A02:06 with pseudo-sequence HLA-A02:06. The binding affinity (normalized) is 0.361. (5) The peptide sequence is VPGLSPEAL. The MHC is HLA-B39:01 with pseudo-sequence HLA-B39:01. The binding affinity (normalized) is 0.533.